From a dataset of Reaction yield outcomes from USPTO patents with 853,638 reactions. Predict the reaction yield, written as a fraction of the theoretical maximum amount of product (1.0 means a 100% yield; for example, 0.34 means a 34% yield). (1) The reactants are [NH:1]1[C:9]2[C:4](=[CH:5][CH:6]=[CH:7][CH:8]=2)[CH:3]=[CH:2]1.Cl.Cl[C:12]1[CH:17]=[CH:16][N:15]=[CH:14][CH:13]=1.CC(C)([O-])C.[Na+].CC(N(C)C)=O. The catalyst is C(OCC)(=O)C.O. The product is [N:15]1[CH:16]=[CH:17][C:12]([N:1]2[C:9]3[C:4](=[CH:5][CH:6]=[CH:7][CH:8]=3)[CH:3]=[CH:2]2)=[CH:13][CH:14]=1. The yield is 0.900. (2) The product is [O:7]1[C:11]2([CH2:16][CH2:15][CH2:14][CH2:13][CH:12]2[C:17]([N:1]2[CH2:6][CH2:5][O:4][CH2:3][CH2:2]2)=[O:18])[O:10][CH2:9][CH2:8]1. The catalyst is C(OCC)(=O)C. The yield is 0.230. The reactants are [NH:1]1[CH2:6][CH2:5][O:4][CH2:3][CH2:2]1.[O:7]1[C:11]2([CH2:16][CH2:15][CH2:14][CH2:13][CH:12]2[C:17](Cl)=[O:18])[O:10][CH2:9][CH2:8]1.C1(C)C=CC=CC=1. (3) The reactants are Br[CH2:2][C:3]1[C:15]([Cl:16])=[CH:14][C:6]([C:7]([NH:9][S:10]([CH3:13])(=[O:12])=[O:11])=[O:8])=[C:5]([F:17])[CH:4]=1.[CH:18]1[C:27]2[CH2:26][CH2:25][CH2:24][CH2:23][C:22]=2[CH:21]=[CH:20][C:19]=1[OH:28].C([O-])([O-])=O.[K+].[K+]. The catalyst is CC(C)=O. The product is [Cl:16][C:15]1[C:3]([CH2:2][O:28][C:19]2[CH:20]=[CH:21][C:22]3[CH2:23][CH2:24][CH2:25][CH2:26][C:27]=3[CH:18]=2)=[CH:4][C:5]([F:17])=[C:6]([CH:14]=1)[C:7]([NH:9][S:10]([CH3:13])(=[O:12])=[O:11])=[O:8]. The yield is 0.160. (4) The reactants are [ClH:1].[NH2:2][C:3]1[CH:4]=[C:5]([NH:10][C:11]([NH2:13])=[NH:12])[CH:6]=[CH:7][C:8]=1[NH2:9].Cl.[CH2:15]([O:17][C:18](=[O:25])[CH2:19][C:20](OCC)=N)[CH3:16]. The catalyst is C(O)(=O)C. The product is [ClH:1].[NH:10]([C:5]1[CH:6]=[CH:7][C:8]2[NH:9][C:20]([CH2:19][C:18]([O:17][CH2:15][CH3:16])=[O:25])=[N:2][C:3]=2[CH:4]=1)[C:11]([NH2:13])=[NH:12]. The yield is 0.940. (5) The reactants are N[C@]12CC[C@@H](C(C)=C)[C@@H]1[C@@H]1[C@@](C)(CC2)[C@@]2(C)[C@@H]([C@]3(C)[C@@H](CC2)C(C)(C)C(C2C=CC(C(OC)=O)=CC=2)=CC3)CC1.CN(C)CC[C:45]([NH:47][C@:48]12[CH2:82][CH2:81][C@@H:80]([C:83]([CH3:85])=[CH2:84])[C@@H:49]1[C@@H:50]1[C@@:63]([CH3:66])([CH2:64][CH2:65]2)[C@@:62]2([CH3:67])[C@@H:53]([C@:54]3([CH3:79])[C@@H:59]([CH2:60][CH2:61]2)[C:58]([CH3:69])([CH3:68])[C:57]([C:70]2[CH:78]=[CH:77][C:73]([C:74]([OH:76])=[O:75])=[CH:72][CH:71]=2)=[CH:56][CH2:55]3)[CH2:52][CH2:51]1)=[O:46].[CH3:87][N:88]1[CH:92]=[CH:91][N:90]=[C:89]1[CH2:93][CH2:94]C(O)=O. No catalyst specified. The product is [CH3:66][C@:63]12[C@@:62]3([CH3:67])[C@@H:53]([C@:54]4([CH3:79])[C@@H:59]([CH2:60][CH2:61]3)[C:58]([CH3:69])([CH3:68])[C:57]([C:70]3[CH:71]=[CH:72][C:73]([C:74]([OH:76])=[O:75])=[CH:77][CH:78]=3)=[CH:56][CH2:55]4)[CH2:52][CH2:51][C@@H:50]1[C@H:49]1[C@H:80]([C:83]([CH3:85])=[CH2:84])[CH2:81][CH2:82][C@:48]1([NH:47][C:45](=[O:46])[CH2:94][CH2:93][C:89]1[N:88]([CH3:87])[CH:92]=[CH:91][N:90]=1)[CH2:65][CH2:64]2. The yield is 0.290. (6) The reactants are Br[CH2:2][C:3](=O)[CH:4]([CH3:6])[CH3:5].C(OC(C1O[S:15]C=CC=1)=O)C.[NH3:19].[CH3:20][CH2:21][O:22][C:23]([CH3:25])=[O:24]. The catalyst is C(O)C.O. The product is [CH:4]([C:3]1[N:19]=[C:25]([C:23]([O:22][CH2:21][CH3:20])=[O:24])[S:15][CH:2]=1)([CH3:6])[CH3:5]. The yield is 1.00. (7) The reactants are [Si:1]([O:8][C@H:9]1[CH2:13][N:12]([C:14]([O:16][C:17]([CH3:20])([CH3:19])[CH3:18])=[O:15])[C:11](=[O:21])[CH2:10]1)([C:4]([CH3:7])([CH3:6])[CH3:5])([CH3:3])[CH3:2].[F:22][C:23]1[CH:24]=[CH:25][C:26]([O:31][CH3:32])=[C:27]([Mg]Br)[CH:28]=1.[BH4-].[Na+].[NH4+].[Cl-]. The catalyst is C1COCC1.CO. The product is [Si:1]([O:8][C@H:9]([CH2:10][CH:11]([C:25]1[CH:24]=[C:23]([F:22])[CH:28]=[CH:27][C:26]=1[O:31][CH3:32])[OH:21])[CH2:13][NH:12][C:14](=[O:15])[O:16][C:17]([CH3:20])([CH3:19])[CH3:18])([C:4]([CH3:7])([CH3:6])[CH3:5])([CH3:3])[CH3:2]. The yield is 0.570. (8) The reactants are Br[C:2]1[C:3]([OH:18])=[C:4]2[C:9](=[CH:10][CH:11]=1)[N:8]([C:12]([CH:14]1[CH2:16][CH2:15]1)=[O:13])[C@@H:7]([CH3:17])[CH2:6][CH2:5]2.CC1(C)C(C)(C)OB([C:27]2[CH:28]=[N:29][N:30]([CH:32]3[CH2:37][CH2:36][N:35]([C:38]([O:40][C:41]([CH3:44])([CH3:43])[CH3:42])=[O:39])[CH2:34][CH2:33]3)[CH:31]=2)O1.C(=O)([O-])[O-].[Na+].[Na+].O1CCOCC1. The catalyst is C1C=CC(P(C2C=CC=CC=2)[C-]2C=CC=C2)=CC=1.C1C=CC(P(C2C=CC=CC=2)[C-]2C=CC=C2)=CC=1.Cl[Pd]Cl.[Fe+2].ClCCl.O. The product is [CH:14]1([C:12]([N:8]2[C:9]3[C:4](=[C:3]([OH:18])[C:2]([C:27]4[CH:28]=[N:29][N:30]([CH:32]5[CH2:33][CH2:34][N:35]([C:38]([O:40][C:41]([CH3:44])([CH3:43])[CH3:42])=[O:39])[CH2:36][CH2:37]5)[CH:31]=4)=[CH:11][CH:10]=3)[CH2:5][CH2:6][C@@H:7]2[CH3:17])=[O:13])[CH2:16][CH2:15]1. The yield is 0.260.